Task: Predict the reactants needed to synthesize the given product.. Dataset: Full USPTO retrosynthesis dataset with 1.9M reactions from patents (1976-2016) (1) Given the product [F:1][C:2]1[CH:3]=[C:4]2[C:9](=[CH:10][C:11]=1[N+:28]([O-:30])=[O:29])[C:8](=[O:12])[N:7]([C:13]1[CH:14]=[N:15][CH:16]=[CH:17][C:18]=1[C:19]([F:20])([F:21])[F:22])[CH2:6][CH2:5]2, predict the reactants needed to synthesize it. The reactants are: [F:1][C:2]1[CH:3]=[C:4]2[C:9](=[CH:10][CH:11]=1)[C:8](=[O:12])[N:7]([C:13]1[CH:14]=[N:15][CH:16]=[CH:17][C:18]=1[C:19]([F:22])([F:21])[F:20])[CH2:6][CH2:5]2.OS(O)(=O)=O.[N+:28]([O-])([O-:30])=[O:29].[K+]. (2) Given the product [CH2:45]([O:1][C:2]1[CH:7]=[C:6]([CH2:8][NH:9][C:29](=[O:30])[O:31][C:32]([CH3:33])([CH3:34])[CH3:35])[CH:5]=[CH:4][C:3]=1[C:10]1[CH:15]=[CH:14][CH:13]=[C:12]([C:16](=[O:20])[N:17]([CH3:18])[CH3:19])[CH:11]=1)[C:46]1[CH:51]=[CH:50][CH:49]=[CH:48][CH:47]=1, predict the reactants needed to synthesize it. The reactants are: [OH:1][C:2]1[CH:7]=[C:6]([CH2:8][NH2:9])[CH:5]=[CH:4][C:3]=1[C:10]1[CH:15]=[CH:14][CH:13]=[C:12]([C:16](=[O:20])[N:17]([CH3:19])[CH3:18])[CH:11]=1.[C:29](O[C:29]([O:31][C:32]([CH3:35])([CH3:34])[CH3:33])=[O:30])([O:31][C:32]([CH3:35])([CH3:34])[CH3:33])=[O:30].[OH-].[Na+].Cl.C(=O)([O-])[O-].[K+].[K+].[CH2:45](Br)[C:46]1[CH:51]=[CH:50][CH:49]=[CH:48][CH:47]=1.